Task: Predict the reaction yield, written as a fraction of the theoretical maximum amount of product (1.0 means a 100% yield; for example, 0.34 means a 34% yield).. Dataset: Reaction yield outcomes from USPTO patents with 853,638 reactions The reactants are [NH2:1][CH2:2][CH2:3][CH2:4][CH2:5][CH2:6][CH2:7][CH2:8][CH2:9][CH2:10][CH2:11][OH:12].[CH:13]12[O:22][CH:19]([CH:20]=[CH:21]1)[CH:18]1[CH:14]2[C:15](=O)[O:16][C:17]1=[O:23]. The catalyst is CO. The product is [OH:12][CH2:11][CH2:10][CH2:9][CH2:8][CH2:7][CH2:6][CH2:5][CH2:4][CH2:3][CH2:2][N:1]1[C:15](=[O:16])[CH:14]2[CH:18]([CH:19]3[O:22][CH:13]2[CH:21]=[CH:20]3)[C:17]1=[O:23]. The yield is 0.150.